This data is from NCI-60 drug combinations with 297,098 pairs across 59 cell lines. The task is: Regression. Given two drug SMILES strings and cell line genomic features, predict the synergy score measuring deviation from expected non-interaction effect. (1) Drug 1: CC1=C(C(=CC=C1)Cl)NC(=O)C2=CN=C(S2)NC3=CC(=NC(=N3)C)N4CCN(CC4)CCO. Drug 2: C(CN)CNCCSP(=O)(O)O. Cell line: NCI/ADR-RES. Synergy scores: CSS=2.86, Synergy_ZIP=-1.33, Synergy_Bliss=-0.385, Synergy_Loewe=4.43, Synergy_HSA=0.459. (2) Drug 1: C1CC(=O)NC(=O)C1N2CC3=C(C2=O)C=CC=C3N. Drug 2: C1=CN(C(=O)N=C1N)C2C(C(C(O2)CO)O)O.Cl. Cell line: SF-295. Synergy scores: CSS=10.7, Synergy_ZIP=-3.32, Synergy_Bliss=-1.99, Synergy_Loewe=-1.51, Synergy_HSA=1.90. (3) Drug 1: CCC1=CC2CC(C3=C(CN(C2)C1)C4=CC=CC=C4N3)(C5=C(C=C6C(=C5)C78CCN9C7C(C=CC9)(C(C(C8N6C)(C(=O)OC)O)OC(=O)C)CC)OC)C(=O)OC.C(C(C(=O)O)O)(C(=O)O)O. Drug 2: COCCOC1=C(C=C2C(=C1)C(=NC=N2)NC3=CC=CC(=C3)C#C)OCCOC.Cl. Cell line: RPMI-8226. Synergy scores: CSS=44.3, Synergy_ZIP=3.25, Synergy_Bliss=8.36, Synergy_Loewe=-29.3, Synergy_HSA=7.87. (4) Drug 1: CN1C(=O)N2C=NC(=C2N=N1)C(=O)N. Drug 2: C(CN)CNCCSP(=O)(O)O. Cell line: UACC62. Synergy scores: CSS=4.68, Synergy_ZIP=0.848, Synergy_Bliss=1.23, Synergy_Loewe=-34.8, Synergy_HSA=-0.936. (5) Cell line: LOX IMVI. Drug 2: COC1=C2C(=CC3=C1OC=C3)C=CC(=O)O2. Synergy scores: CSS=31.4, Synergy_ZIP=0.817, Synergy_Bliss=-2.06, Synergy_Loewe=-33.3, Synergy_HSA=-5.50. Drug 1: C1=CN(C(=O)N=C1N)C2C(C(C(O2)CO)O)O.Cl. (6) Drug 2: CC(C)NC(=O)C1=CC=C(C=C1)CNNC.Cl. Cell line: HOP-62. Synergy scores: CSS=15.8, Synergy_ZIP=1.87, Synergy_Bliss=-0.821, Synergy_Loewe=-40.5, Synergy_HSA=-2.19. Drug 1: CC1C(C(CC(O1)OC2CC(OC(C2O)C)OC3=CC4=CC5=C(C(=O)C(C(C5)C(C(=O)C(C(C)O)O)OC)OC6CC(C(C(O6)C)O)OC7CC(C(C(O7)C)O)OC8CC(C(C(O8)C)O)(C)O)C(=C4C(=C3C)O)O)O)O. (7) Drug 1: C1CN1P(=S)(N2CC2)N3CC3. Drug 2: C(CC(=O)O)C(=O)CN.Cl. Cell line: KM12. Synergy scores: CSS=8.54, Synergy_ZIP=-5.41, Synergy_Bliss=-6.09, Synergy_Loewe=-4.07, Synergy_HSA=-3.32. (8) Drug 1: CC1=CC2C(CCC3(C2CCC3(C(=O)C)OC(=O)C)C)C4(C1=CC(=O)CC4)C. Drug 2: C1=CC(=CC=C1C#N)C(C2=CC=C(C=C2)C#N)N3C=NC=N3. Cell line: NCIH23. Synergy scores: CSS=0.143, Synergy_ZIP=0.276, Synergy_Bliss=-2.04, Synergy_Loewe=-5.86, Synergy_HSA=-4.62. (9) Drug 1: CC(CN1CC(=O)NC(=O)C1)N2CC(=O)NC(=O)C2. Drug 2: CC1=C(C(=O)C2=C(C1=O)N3CC4C(C3(C2COC(=O)N)OC)N4)N. Cell line: HS 578T. Synergy scores: CSS=19.7, Synergy_ZIP=4.79, Synergy_Bliss=10.3, Synergy_Loewe=10.1, Synergy_HSA=11.6. (10) Drug 1: C1=C(C(=O)NC(=O)N1)F. Drug 2: CC1=C(C=C(C=C1)NC(=O)C2=CC=C(C=C2)CN3CCN(CC3)C)NC4=NC=CC(=N4)C5=CN=CC=C5. Cell line: OVCAR-8. Synergy scores: CSS=36.1, Synergy_ZIP=2.52, Synergy_Bliss=2.98, Synergy_Loewe=-0.155, Synergy_HSA=2.11.